This data is from Full USPTO retrosynthesis dataset with 1.9M reactions from patents (1976-2016). The task is: Predict the reactants needed to synthesize the given product. (1) Given the product [CH2:1]([O:3][C:4](=[O:28])[CH2:5][C:6]1[CH:11]=[CH:10][C:9]([O:12][CH3:13])=[C:8]([O:14][C:15]2[CH:20]=[CH:19][C:18]([NH:21][C:34](=[O:35])[CH2:33][C:29]([CH3:32])([CH3:31])[CH3:30])=[CH:17][C:16]=2[CH2:22][S:23][C:24]([CH3:27])([CH3:26])[CH3:25])[CH:7]=1)[CH3:2], predict the reactants needed to synthesize it. The reactants are: [CH2:1]([O:3][C:4](=[O:28])[CH2:5][C:6]1[CH:11]=[CH:10][C:9]([O:12][CH3:13])=[C:8]([O:14][C:15]2[CH:20]=[CH:19][C:18]([NH2:21])=[CH:17][C:16]=2[CH2:22][S:23][C:24]([CH3:27])([CH3:26])[CH3:25])[CH:7]=1)[CH3:2].[C:29]([CH2:33][C:34](Cl)=[O:35])([CH3:32])([CH3:31])[CH3:30]. (2) Given the product [C:1]([C:5]1[CH:9]=[C:8]([NH:10][C:11](=[O:12])[NH:31][C:32]2[CH:48]=[CH:47][C:35]([O:36][C:37]3[CH:42]=[CH:41][N:40]=[C:39]([C:43](=[O:44])[NH:45][CH3:46])[CH:38]=3)=[CH:34][C:33]=2[F:49])[N:7]([C:20]2[CH:21]=[C:22]([CH:28]=[CH:29][CH:30]=2)[C:23]([O:25][CH2:26][CH3:27])=[O:24])[N:6]=1)([CH3:3])([CH3:2])[CH3:4], predict the reactants needed to synthesize it. The reactants are: [C:1]([C:5]1[CH:9]=[C:8]([NH:10][C:11](OC2C=CC=CC=2)=[O:12])[N:7]([C:20]2[CH:21]=[C:22]([CH:28]=[CH:29][CH:30]=2)[C:23]([O:25][CH2:26][CH3:27])=[O:24])[N:6]=1)([CH3:4])([CH3:3])[CH3:2].[NH2:31][C:32]1[CH:48]=[CH:47][C:35]([O:36][C:37]2[CH:42]=[CH:41][N:40]=[C:39]([C:43]([NH:45][CH3:46])=[O:44])[CH:38]=2)=[CH:34][C:33]=1[F:49].C(N(CC)CC)C. (3) Given the product [C:7]1([S:30]([OH:32])(=[O:38])=[O:31])[CH:12]=[CH:11][CH:10]=[CH:9][CH:8]=1.[CH2:1]([C:3]1[C:12]2[C:7](=[CH:8][CH:9]=[CH:10][CH:11]=2)[N:6]=[C:5]([NH:44][C@H:45]2[CH2:49][CH2:48][N:47]([C:50](=[O:63])[CH2:51][C:52]3[CH:53]=[CH:54][C:55]([O:58][C:59]([F:60])([F:61])[F:62])=[CH:56][CH:57]=3)[CH2:46]2)[CH:4]=1)[CH3:2], predict the reactants needed to synthesize it. The reactants are: [CH2:1]([C:3]1[C:12]2[C:7](=[CH:8][CH:9]=[CH:10][CH:11]=2)[N:6](O)[CH2:5][CH:4]=1)[CH3:2].[H-].[Na+].C1C=CC(N([S:30](C(F)(F)F)(=[O:32])=[O:31])S(C(F)(F)F)(=O)=O)=CC=1.C(=O)([O-])[O-:38].[Na+].[Na+].Cl.[NH2:44][C@H:45]1[CH2:49][CH2:48][N:47]([C:50](=[O:63])[CH2:51][C:52]2[CH:57]=[CH:56][C:55]([O:58][C:59]([F:62])([F:61])[F:60])=[CH:54][CH:53]=2)[CH2:46]1.C(=O)([O-])O.[Na+]. (4) Given the product [Si:1]([O:18][CH2:19][C@H:20]1[C:24](=[O:25])[CH:23]=[CH:22][CH2:21]1)([C:14]([CH3:17])([CH3:15])[CH3:16])([C:8]1[CH:13]=[CH:12][CH:11]=[CH:10][CH:9]=1)[C:2]1[CH:3]=[CH:4][CH:5]=[CH:6][CH:7]=1, predict the reactants needed to synthesize it. The reactants are: [Si:1]([O:18][CH2:19][C@H:20]1[C@@H:24]([OH:25])[CH:23]=[CH:22][CH2:21]1)([C:14]([CH3:17])([CH3:16])[CH3:15])([C:8]1[CH:13]=[CH:12][CH:11]=[CH:10][CH:9]=1)[C:2]1[CH:7]=[CH:6][CH:5]=[CH:4][CH:3]=1.[Cr](O[Cr]([O-])(=O)=O)([O-])(=O)=O.[NH+]1C=CC=CC=1.[NH+]1C=CC=CC=1. (5) Given the product [CH3:29][O:28][C:14]1[CH:13]=[C:12]([CH:17]=[CH:16][C:15]=1[O:18][CH2:19][C:20]1[CH:21]=[N:22][C:23]([O:26][CH3:27])=[CH:24][CH:25]=1)[CH2:11][N:8]1[C:5]2=[N:6][CH:7]=[C:2]([N:34]3[CH2:35][CH2:36][N:31]([CH3:30])[CH2:32][CH2:33]3)[CH:3]=[C:4]2[N:10]=[CH:9]1, predict the reactants needed to synthesize it. The reactants are: I[C:2]1[CH:3]=[C:4]2[N:10]=[CH:9][N:8]([CH2:11][C:12]3[CH:17]=[CH:16][C:15]([O:18][CH2:19][C:20]4[CH:21]=[N:22][C:23]([O:26][CH3:27])=[CH:24][CH:25]=4)=[C:14]([O:28][CH3:29])[CH:13]=3)[C:5]2=[N:6][CH:7]=1.[CH3:30][N:31]1[CH2:36][CH2:35][NH:34][CH2:33][CH2:32]1.N1CCC[C@H]1C(O)=O.C(=O)([O-])[O-].[K+].[K+]. (6) Given the product [Cl:23][C:18]1[CH:17]=[C:16]([NH:15][C:13]2[N:12]=[CH:11][N:10]=[C:9]([NH:8][C:6]3[CH:7]=[C:2]([NH:1][C:30](=[O:31])/[CH:29]=[CH:28]/[CH2:27][N:26]([CH3:33])[CH3:25])[CH:3]=[CH:4][C:5]=3[CH3:24])[CH:14]=2)[CH:21]=[CH:20][C:19]=1[F:22], predict the reactants needed to synthesize it. The reactants are: [NH2:1][C:2]1[CH:3]=[CH:4][C:5]([CH3:24])=[C:6]([NH:8][C:9]2[CH:14]=[C:13]([NH:15][C:16]3[CH:21]=[CH:20][C:19]([F:22])=[C:18]([Cl:23])[CH:17]=3)[N:12]=[CH:11][N:10]=2)[CH:7]=1.[CH3:25][N:26]([CH3:33])[CH2:27][CH:28]=[CH:29][C:30](Cl)=[O:31]. (7) Given the product [F:1][C:2]1[CH:15]=[CH:14][CH:13]=[CH:12][C:3]=1[CH2:4][CH:5]1[NH:9][C:8](=[O:10])[N:7]([CH2:4][C:3]2[CH:12]=[CH:13][C:14]([O:19][CH3:16])=[CH:15][CH:2]=2)[C:6]1=[O:11], predict the reactants needed to synthesize it. The reactants are: [F:1][C:2]1[CH:15]=[CH:14][CH:13]=[CH:12][C:3]=1[CH2:4][CH:5]1[NH:9][C:8](=[O:10])[NH:7][C:6]1=[O:11].[C:16](=[O:19])([O-])[O-].[K+].[K+].